Dataset: Reaction yield outcomes from USPTO patents with 853,638 reactions. Task: Predict the reaction yield, written as a fraction of the theoretical maximum amount of product (1.0 means a 100% yield; for example, 0.34 means a 34% yield). The reactants are [CH2:1]([N:3]([CH2:17][CH2:18][OH:19])[C:4]1[CH:5]=[C:6]2[C:11](=[CH:12][CH:13]=1)[CH:10]=[C:9]([C:14](=[O:16])[CH3:15])[CH:8]=[CH:7]2)[CH3:2].[C:20]1([CH3:40])[CH:25]=[CH:24][C:23]([S:26](O[S:26]([C:23]2[CH:24]=[CH:25][C:20]([CH3:40])=[CH:21][CH:22]=2)(=[O:28])=[O:27])(=[O:28])=[O:27])=[CH:22][CH:21]=1.C(OCC)(=O)C.CCOCC. The catalyst is N1C=CC=CC=1.[Cl-].[Na+].O.ClCCl. The product is [C:14]([C:9]1[CH:10]=[C:11]2[C:6](=[CH:7][CH:8]=1)[CH:5]=[C:4]([N:3]([CH2:1][CH3:2])[CH2:17][CH2:18][O:19][S:26]([C:23]1[CH:24]=[CH:25][C:20]([CH3:40])=[CH:21][CH:22]=1)(=[O:28])=[O:27])[CH:13]=[CH:12]2)(=[O:16])[CH3:15]. The yield is 0.300.